From a dataset of Catalyst prediction with 721,799 reactions and 888 catalyst types from USPTO. Predict which catalyst facilitates the given reaction. (1) Reactant: [CH2:1]([C@@H:8]1[C@@H:16]([CH2:17][O:18][C:19]2[CH:24]=[CH:23][CH:22]=[CH:21][CH:20]=2)[C@H:15]([CH3:25])[O:14][C:13](=[O:26])[C@@H:12]([NH:27][C:28](=[O:38])[C:29]2[C:34]([OH:35])=[C:33]([O:36][CH3:37])[CH:32]=[CH:31][N:30]=2)[CH2:11][O:10][CH2:9]1)[C:2]1[CH:7]=[CH:6][CH:5]=[CH:4][CH:3]=1.[C:39](Cl)(=[O:41])[CH3:40]. Product: [C:39]([O:35][C:34]1[C:29]([C:28](=[O:38])[NH:27][C@H:12]2[CH2:11][O:10][CH2:9][C@H:8]([CH2:1][C:2]3[CH:7]=[CH:6][CH:5]=[CH:4][CH:3]=3)[C@@H:16]([CH2:17][O:18][C:19]3[CH:24]=[CH:23][CH:22]=[CH:21][CH:20]=3)[C@H:15]([CH3:25])[O:14][C:13]2=[O:26])=[N:30][CH:31]=[CH:32][C:33]=1[O:36][CH3:37])(=[O:41])[CH3:40]. The catalyst class is: 79. (2) Reactant: C(O)(=O)C.[CH:5]1([O:10][C:11]2[CH:12]=[C:13]([CH:16]=[CH:17][C:18]=2[O:19][CH3:20])[CH:14]=O)[CH2:9][CH2:8][CH2:7][CH2:6]1.[Cl:21][C:22]1[N:27]=[C:26]([NH2:28])[CH:25]=[N:24][CH:23]=1.C(O[BH-](OC(=O)C)OC(=O)C)(=O)C.[Na+]. Product: [Cl:21][C:22]1[N:27]=[C:26]([NH:28][CH2:14][C:13]2[CH:16]=[CH:17][C:18]([O:19][CH3:20])=[C:11]([O:10][CH:5]3[CH2:9][CH2:8][CH2:7][CH2:6]3)[CH:12]=2)[CH:25]=[N:24][CH:23]=1. The catalyst class is: 68. (3) Reactant: [CH:1]1([CH2:6][C@H:7]([CH2:11][N:12]([CH:21]=[O:22])[O:13][CH2:14][C:15]2[CH:20]=[CH:19][CH:18]=[CH:17][CH:16]=2)[C:8]([OH:10])=O)[CH2:5][CH2:4][CH2:3][CH2:2]1.[Cl:23][C:24]1[N:29]=[C:28]([NH:30][CH:31]([CH3:33])[CH3:32])[C:27]([F:34])=[C:26]([NH:35][NH2:36])[N:25]=1.C(Cl)CCl.C1C=NC2N(O)N=NC=2C=1.CN1CCOCC1. Product: [Cl:23][C:24]1[N:25]=[C:26]([NH:35][NH:36][C:8](=[O:10])[C@H:7]([CH2:6][CH:1]2[CH2:2][CH2:3][CH2:4][CH2:5]2)[CH2:11][N:12]([O:13][CH2:14][C:15]2[CH:20]=[CH:19][CH:18]=[CH:17][CH:16]=2)[CH:21]=[O:22])[C:27]([F:34])=[C:28]([NH:30][CH:31]([CH3:33])[CH3:32])[N:29]=1. The catalyst class is: 3. (4) Reactant: [F:1][C:2]1[CH:3]=[C:4]([CH:9]=[CH:10][C:11]=1[CH2:12][C:13]([C:15]1[CH:20]=[CH:19][C:18]([O:21]C)=[CH:17][C:16]=1[F:23])=[O:14])[C:5]([O:7][CH3:8])=[O:6].[Al+3].[Cl-].[Cl-].[Cl-]. Product: [F:1][C:2]1[CH:3]=[C:4]([CH:9]=[CH:10][C:11]=1[CH2:12][C:13]([C:15]1[CH:20]=[CH:19][C:18]([OH:21])=[CH:17][C:16]=1[F:23])=[O:14])[C:5]([OH:7])=[O:6].[F:1][C:2]1[CH:3]=[C:4]([CH:9]=[CH:10][C:11]=1[CH2:12][C:13]([C:15]1[CH:20]=[CH:19][C:18]([OH:21])=[CH:17][C:16]=1[F:23])=[O:14])[C:5]([O:7][CH3:8])=[O:6]. The catalyst class is: 11. (5) Reactant: [Br:1][C:2]1[CH:7]=[C:6]([CH:8]=[CH:9][C:10](=O)[C:11]([F:17])([F:16])[C:12]([F:15])([F:14])[F:13])[CH:5]=[CH:4][N:3]=1.Cl.[F:20][C:21]1[CH:26]=[C:25]([F:27])[CH:24]=[CH:23][C:22]=1[NH:28][NH2:29].N1CCCCC1. The catalyst class is: 8. Product: [Br:1][C:2]1[CH:7]=[C:6]([CH:8]2[N:28]([C:22]3[CH:23]=[CH:24][C:25]([F:27])=[CH:26][C:21]=3[F:20])[N:29]=[C:10]([C:11]([F:17])([F:16])[C:12]([F:15])([F:14])[F:13])[CH2:9]2)[CH:5]=[CH:4][N:3]=1. (6) Reactant: Br[CH2:2][C:3]([C:5]1[CH:6]=[CH:7][C:8]2[C:17]3[CH:16]=[C:15]4[CH2:18][CH2:19][CH2:20][C:21](=[O:22])[C:14]4=[CH:13][C:12]=3[O:11][CH2:10][C:9]=2[CH:23]=1)=[O:4].[CH3:24][O:25][C:26]([NH:28][C@@H:29]([CH:41]([CH3:43])[CH3:42])[C:30]([N:32]1[C@@H:36]([CH3:37])[CH2:35][CH2:34][C@H:33]1[C:38]([OH:40])=[O:39])=[O:31])=[O:27].CCN(C(C)C)C(C)C. Product: [CH3:24][O:25][C:26]([NH:28][C@@H:29]([CH:41]([CH3:43])[CH3:42])[C:30]([N:32]1[C@@H:36]([CH3:37])[CH2:35][CH2:34][C@H:33]1[C:38]([O:40][CH2:2][C:3](=[O:4])[C:5]1[CH:6]=[CH:7][C:8]2[C:17]3[CH:16]=[C:15]4[CH2:18][CH2:19][CH2:20][C:21](=[O:22])[C:14]4=[CH:13][C:12]=3[O:11][CH2:10][C:9]=2[CH:23]=1)=[O:39])=[O:31])=[O:27]. The catalyst class is: 210. (7) Reactant: N#N.C[O:4][C:5]([C:7]1[N:8]=[C:9]([CH2:12][C:13]2[S:14][C:15]([C:18]3([CH3:23])[O:22][CH2:21][CH2:20][O:19]3)=[CH:16][CH:17]=2)[O:10][CH:11]=1)=[O:6].[OH-].[Na+]. Product: [C:18]([C:15]1[S:14][C:13]([CH2:12][C:9]2[O:10][CH:11]=[C:7]([C:5]([OH:6])=[O:4])[N:8]=2)=[CH:17][CH:16]=1)(=[O:19])[CH3:23].[CH3:23][C:18]1([C:15]2[S:14][C:13]([CH2:12][C:9]3[O:10][CH:11]=[C:7]([C:5]([OH:6])=[O:4])[N:8]=3)=[CH:17][CH:16]=2)[O:22][CH2:21][CH2:20][O:19]1. The catalyst class is: 295.